From a dataset of Forward reaction prediction with 1.9M reactions from USPTO patents (1976-2016). Predict the product of the given reaction. (1) Given the reactants [CH3:1][N:2]1[C:10]2[CH:9]=[C:8]([NH:11][C:12](=[O:22])[C:13]3[CH:18]=[CH:17][C:16]([C:19]([CH3:21])=[CH2:20])=[CH:15][CH:14]=3)[N:7]=[CH:6][C:5]=2[CH:4]=[CH:3]1.CS(N)(=O)=[O:25].CC[C@@H]1[C@@H]2C[C@H]([C@@H:63]([O:62]C3C4C(=CC=CC=4)C([O:62][C@@H:63]([C:74]4[CH:83]=CN=[C:80]5[C:75]=4[CH:76]=[C:77](OC)[CH:78]=[CH:79]5)[C@@H]4N5C[C@H](CC)[C@@H](CC5)C4)=NN=3)[C:74]3[CH:83]=CN=[C:80]4[C:75]=3[CH:76]=[C:77](OC)[CH:78]=[CH:79]4)N(CC2)C1.S([O-])([O-])=O.[Na+].[Na+].[Cl-:92].[Na+].[OH2:94], predict the reaction product. The product is: [Cl:92][C:4]1[C:5]2[CH:6]=[N:7][C:8]([NH:11][C:12](=[O:22])[C:78]3[CH:77]=[CH:76][C:75]([C@:74]([OH:94])([CH3:83])[CH2:63][OH:62])=[CH:80][CH:79]=3)=[CH:9][C:10]=2[N:2]([CH3:1])[CH:3]=1.[OH:94][CH2:20][C@@:19]([C:16]1[CH:17]=[CH:18][C:13]([C:12]([NH:11][C:8]2[N:7]=[CH:6][C:5]3[CH:4]=[CH:3][N:2]([CH3:1])[C:10]=3[CH:9]=2)=[O:22])=[CH:14][CH:15]=1)([OH:25])[CH3:21]. (2) Given the reactants C[O:2][C:3]([C:5]1[CH:6]=[C:7]([C:14]2[CH:19]=[CH:18][C:17]([O:20][CH3:21])=[C:16]([Cl:22])[CH:15]=2)[C:8]([O:12][CH3:13])=[C:9]([F:11])[CH:10]=1)=[O:4].CO.[OH-].[Na+].OS([O-])(=O)=O.[Na+], predict the reaction product. The product is: [Cl:22][C:16]1[CH:15]=[C:14]([C:7]2[C:8]([O:12][CH3:13])=[C:9]([F:11])[CH:10]=[C:5]([C:3]([OH:4])=[O:2])[CH:6]=2)[CH:19]=[CH:18][C:17]=1[O:20][CH3:21].